Dataset: Forward reaction prediction with 1.9M reactions from USPTO patents (1976-2016). Task: Predict the product of the given reaction. Given the reactants Cl.[CH3:2][C:3]1[S:12][C:11]2[NH:10][C:9]3[CH:13]=[CH:14][CH:15]=[CH:16][C:8]=3[N:7]=[C:6]([NH2:17])[C:5]=2[CH:4]=1.[Cl:18][C:19]1[CH:24]=[CH:23][C:22]([CH2:25][CH2:26][C@H:27]2[CH2:32]N[CH2:30][CH2:29][NH:28]2)=[CH:21][CH:20]=1.C(N(CC)C(C)C)(C)C.CS(C)=O, predict the reaction product. The product is: [Cl:18][C:19]1[CH:20]=[CH:21][C:22]([CH2:25][CH2:26][C@@H:27]2[NH:28][CH2:29][CH2:30][N:17]([C:6]3[C:5]4[CH:4]=[C:3]([CH3:2])[S:12][C:11]=4[NH:10][C:9]4[CH:13]=[CH:14][CH:15]=[CH:16][C:8]=4[N:7]=3)[CH2:32]2)=[CH:23][CH:24]=1.